Dataset: Reaction yield outcomes from USPTO patents with 853,638 reactions. Task: Predict the reaction yield, written as a fraction of the theoretical maximum amount of product (1.0 means a 100% yield; for example, 0.34 means a 34% yield). (1) The reactants are [CH3:1][C:2]1[O:3][CH:4]=[CH:5][C:6]=1[CH3:7].C([Li])CCC.[C:13]([C:15]1[CH:16]=[N:17][CH:18]=[CH:19][CH:20]=1)#N.Cl.C([O:24]CC)C. The catalyst is CCCCCC. The product is [CH3:7][C:6]1[CH:5]=[C:4]([C:13]([C:15]2[CH:16]=[N:17][CH:18]=[CH:19][CH:20]=2)=[O:24])[O:3][C:2]=1[CH3:1]. The yield is 0.180. (2) The reactants are [C:1]([C:3]1[CH:4]=[CH:5][C:6]2[O:11][C@@:10]([CH:13]([O:16][CH3:17])[O:14][CH3:15])([CH3:12])[C@H:9]3[O:18][C@H:8]3[C:7]=2[CH:19]=1)#[N:2].[Cl:20][C:21]1[CH:26]=[CH:25][C:24]([NH:27][CH2:28][C:29]2[NH:30][CH:31]=[CH:32][N:33]=2)=[CH:23][CH:22]=1. No catalyst specified. The product is [C:1]([C:3]1[CH:4]=[CH:5][C:6]2[O:11][C@@:10]([CH:13]([O:16][CH3:17])[O:14][CH3:15])([CH3:12])[C@@H:9]([OH:18])[C@H:8]([N:27]([C:24]3[CH:25]=[CH:26][C:21]([Cl:20])=[CH:22][CH:23]=3)[CH2:28][C:29]3[NH:30][CH:31]=[CH:32][N:33]=3)[C:7]=2[CH:19]=1)#[N:2]. The yield is 0.280. (3) The reactants are CS[C:3]1[CH:8]=[CH:7][C:6]([NH:9][C:10]2[N:15]=[CH:14][N:13]=[C:12]([O:16][C:17]3[CH:22]=[CH:21][C:20]([NH:23][C:24]([NH:26][C:27]4[CH:32]=[CH:31][CH:30]=[CH:29][CH:28]=4)=[O:25])=[CH:19][CH:18]=3)[CH:11]=2)=[CH:5][CH:4]=1.Cl[C:34]1C=CC=C(C(OO)=O)C=1.[S:44]([O-:48])([O-])(=[O:46])=S.[Na+].[Na+]. The catalyst is ClCCl.CCCCCC.C(OCC)(=O)C.O. The product is [CH3:34][S:44]([C:3]1[CH:4]=[CH:5][C:6]([NH:9][C:10]2[N:15]=[CH:14][N:13]=[C:12]([O:16][C:17]3[CH:22]=[CH:21][C:20]([NH:23][C:24]([NH:26][C:27]4[CH:32]=[CH:31][CH:30]=[CH:29][CH:28]=4)=[O:25])=[CH:19][CH:18]=3)[CH:11]=2)=[CH:7][CH:8]=1)(=[O:48])=[O:46]. The yield is 0.710. (4) The reactants are C([Li])CCC.[CH2:6]([C:14]1[S:21][C:20]2[CH:19]=[CH:18][S:17][C:16]=2[CH:15]=1)[CH2:7][CH2:8][CH2:9][CH2:10][CH2:11][CH2:12][CH3:13].C([Sn](Cl)(CCCC)CCCC)CCC.C([Sn](CCCC)(CCCC)[C:41]1[S:45][C:44]2[CH:46]=[C:47]([CH2:49][CH2:50][CH2:51][CH2:52][CH2:53][CH2:54][CH2:55][CH3:56])[S:48][C:43]=2[CH:42]=1)CCC.Br[C:66]1[CH:71]=[CH:70][N:69]=[C:68]([C:72]2[CH:77]=[C:76](Br)[CH:75]=[CH:74][N:73]=2)[CH:67]=1. The catalyst is C1COCC1.CN(C=O)C.Cl[Pd](Cl)([P](C1C=CC=CC=1)(C1C=CC=CC=1)C1C=CC=CC=1)[P](C1C=CC=CC=1)(C1C=CC=CC=1)C1C=CC=CC=1. The product is [CH2:6]([C:14]1[S:21][C:20]2[CH:19]=[C:18]([C:66]3[CH:71]=[CH:70][N:69]=[C:68]([C:72]4[CH:77]=[C:76]([C:41]5[S:45][C:44]6[CH:46]=[C:47]([CH2:49][CH2:50][CH2:51][CH2:52][CH2:53][CH2:54][CH2:55][CH3:56])[S:48][C:43]=6[CH:42]=5)[CH:75]=[CH:74][N:73]=4)[CH:67]=3)[S:17][C:16]=2[CH:15]=1)[CH2:7][CH2:8][CH2:9][CH2:10][CH2:11][CH2:12][CH3:13]. The yield is 0.740. (5) The reactants are [F:1][C:2]([F:24])([F:23])[C:3]1[CH:8]=[CH:7][CH:6]=[CH:5][C:4]=1[C:9]1[CH:14]=[CH:13][N:12]2[CH:15]=[N:16][C:17]([C:18]([O:20]CC)=[O:19])=[C:11]2[N:10]=1.[OH-].[K+].CO. The catalyst is O. The product is [F:24][C:2]([F:1])([F:23])[C:3]1[CH:8]=[CH:7][CH:6]=[CH:5][C:4]=1[C:9]1[CH:14]=[CH:13][N:12]2[CH:15]=[N:16][C:17]([C:18]([OH:20])=[O:19])=[C:11]2[N:10]=1. The yield is 0.730.